Task: Predict the reaction yield, written as a fraction of the theoretical maximum amount of product (1.0 means a 100% yield; for example, 0.34 means a 34% yield).. Dataset: Reaction yield outcomes from USPTO patents with 853,638 reactions The reactants are C([N:4]1[C:12]2[C:7](=[CH:8][C:9]([C:13]([NH:15][CH2:16][CH2:17][CH2:18][C:19]([O:21]C)=O)=[O:14])=[CH:10][CH:11]=2)[C:6]([C:23]2[CH:28]=[CH:27][C:26]([F:29])=[CH:25][CH:24]=2)=[N:5]1)(=O)C.[NH3:30]. The catalyst is CO. The product is [C:19]([CH2:18][CH2:17][CH2:16][NH:15][C:13]([C:9]1[CH:8]=[C:7]2[C:12](=[CH:11][CH:10]=1)[NH:4][N:5]=[C:6]2[C:23]1[CH:24]=[CH:25][C:26]([F:29])=[CH:27][CH:28]=1)=[O:14])(=[O:21])[NH2:30]. The yield is 0.430.